This data is from Full USPTO retrosynthesis dataset with 1.9M reactions from patents (1976-2016). The task is: Predict the reactants needed to synthesize the given product. (1) Given the product [Cl:1][C:2]1[N:7]=[C:6]([C:8]([O:10][CH3:11])=[O:9])[CH:5]=[C:4]([NH:14][NH2:15])[N:3]=1, predict the reactants needed to synthesize it. The reactants are: [Cl:1][C:2]1[N:7]=[C:6]([C:8]([O:10][CH3:11])=[O:9])[CH:5]=[C:4](Cl)[N:3]=1.O.[NH2:14][NH2:15]. (2) Given the product [ClH:48].[F:47][C:44]([F:46])([CH3:45])[CH2:43][CH2:42][C:39]1[CH:40]=[CH:41][C:36]([C:33]2[CH:34]=[CH:35][C:30]([S:27]([C:17]3([C:15]([NH:14][OH:13])=[O:16])[CH2:22][CH2:21][N:20]([CH2:23][CH2:24][O:25][CH3:26])[CH2:19][CH2:18]3)(=[O:29])=[O:28])=[CH:31][CH:32]=2)=[CH:37][CH:38]=1, predict the reactants needed to synthesize it. The reactants are: CCOC(C)=O.O1CCCCC1[O:13][NH:14][C:15]([C:17]1([S:27]([C:30]2[CH:35]=[CH:34][C:33]([C:36]3[CH:41]=[CH:40][C:39]([CH2:42][CH2:43][C:44]([F:47])([F:46])[CH3:45])=[CH:38][CH:37]=3)=[CH:32][CH:31]=2)(=[O:29])=[O:28])[CH2:22][CH2:21][N:20]([CH2:23][CH2:24][O:25][CH3:26])[CH2:19][CH2:18]1)=[O:16].[ClH:48].C1(N2CCC(S(C3C=CC(C4C=CC(OC(F)(F)C(F)F)=CC=4)=CC=3)(=O)=O)(C(NOC3CCCCO3)=O)CC2)CC1.